Task: Predict which catalyst facilitates the given reaction.. Dataset: Catalyst prediction with 721,799 reactions and 888 catalyst types from USPTO Reactant: [H-].[Na+].[Br:3][C:4]1[CH:5]=[C:6]([OH:11])[CH:7]=[C:8]([Br:10])[CH:9]=1.[CH3:12][O:13][CH2:14]Cl. Product: [Br:3][C:4]1[CH:5]=[C:6]([O:11][CH2:12][O:13][CH3:14])[CH:7]=[C:8]([Br:10])[CH:9]=1. The catalyst class is: 3.